From a dataset of Catalyst prediction with 721,799 reactions and 888 catalyst types from USPTO. Predict which catalyst facilitates the given reaction. Reactant: [CH3:1][O:2][C:3]1[CH:8]=[CH:7][C:6]([C:9]#[N:10])=[CH:5][N:4]=1.B. Product: [CH3:1][O:2][C:3]1[N:4]=[CH:5][C:6]([CH2:9][NH2:10])=[CH:7][CH:8]=1. The catalyst class is: 7.